This data is from Full USPTO retrosynthesis dataset with 1.9M reactions from patents (1976-2016). The task is: Predict the reactants needed to synthesize the given product. (1) The reactants are: [CH2:1]([O:4][C:5]1[C:13]([Br:14])=[CH:12][C:8]([C:9]([OH:11])=[O:10])=[C:7]([Cl:15])[CH:6]=1)[CH:2]=[CH2:3].O=S(Cl)Cl.[CH3:20]O. Given the product [CH2:1]([O:4][C:5]1[C:13]([Br:14])=[CH:12][C:8]([C:9]([O:11][CH3:20])=[O:10])=[C:7]([Cl:15])[CH:6]=1)[CH:2]=[CH2:3], predict the reactants needed to synthesize it. (2) Given the product [O:5]1[CH2:4][CH2:3][CH:2]([CH:10]2[CH2:9][CH:11]([OH:12])[CH2:8][CH2:7][O:6]2)[CH2:1]1, predict the reactants needed to synthesize it. The reactants are: [CH2:1]([OH:5])[CH2:2][CH:3]=[CH2:4].[O:6]1[CH2:10][CH2:9][CH:8]([CH:11]=[O:12])[CH2:7]1.C(O)(C(F)(F)F)=O. (3) The reactants are: [CH:1]([CH:4]1[CH2:9][NH:8][CH2:7][CH2:6][NH:5]1)([CH3:3])[CH3:2].[CH2:10]([O:17][C:18](ON1C(=O)CCC1=O)=[O:19])[C:11]1[CH:16]=[CH:15][CH:14]=[CH:13][CH:12]=1. Given the product [CH:1]([CH:4]1[NH:5][CH2:6][CH2:7][N:8]([C:18]([O:17][CH2:10][C:11]2[CH:16]=[CH:15][CH:14]=[CH:13][CH:12]=2)=[O:19])[CH2:9]1)([CH3:3])[CH3:2], predict the reactants needed to synthesize it. (4) Given the product [O:22]1[CH:23]=[CH:24][O:25][CH:21]1[C:17]1[CH:16]=[C:15]([N:1]2[C:11]3[C:6](=[CH:7][CH:8]=[CH:9][CH:10]=3)[C:4](=[O:5])[C:2]2=[O:3])[CH:20]=[CH:19][CH:18]=1, predict the reactants needed to synthesize it. The reactants are: [NH:1]1[C:11]2[C:6](=[CH:7][CH:8]=[CH:9][CH:10]=2)[C:4](=[O:5])[C:2]1=[O:3].[H-].[Na+].Br[C:15]1[CH:16]=[C:17]([CH:21]2[O:25][CH2:24][CH2:23][O:22]2)[CH:18]=[CH:19][CH:20]=1.CO. (5) The reactants are: CN(C(ON1N=N[C:11]2[CH:12]=[CH:13][CH:14]=[CH:15][C:10]1=2)=[N+](C)C)C.[B-](F)(F)(F)F.[F:23][C:24]1[CH:29]=[CH:28][C:27]([N:30]2[C:33](=[O:34])[C@H:32]([S:35][CH2:36][C:37]([C:39]3[CH:44]=[CH:43][C:42]([F:45])=[CH:41][CH:40]=3)=[O:38])[C@H:31]2[C:46]2[CH:60]=[CH:59][C:49]([O:50][CH2:51][C:52](NCC(O)=O)=[O:53])=[CH:48][CH:47]=2)=[CH:26][CH:25]=1.C[N:62]1CC[O:65][CH2:64][CH2:63]1.FC(F)(F)C(O)=O.C1([CH:81]([C:87]2[CH:92]=[CH:91][CH:90]=[CH:89][CH:88]=2)[C@H:82]([C:84]([OH:86])=[O:85])[NH2:83])C=CC=CC=1.[BH4-].[Na+]. Given the product [F:23][C:24]1[CH:29]=[CH:28][C:27]([N:30]2[C:33](=[O:34])[C@H:32]([S:35][CH2:36][CH:37]([C:39]3[CH:44]=[CH:43][C:42]([F:45])=[CH:41][CH:40]=3)[OH:38])[C@H:31]2[C:46]2[CH:60]=[CH:59][C:49]([O:50][CH2:51][C:52]([NH:62][CH2:63][C:64]([NH:83][C@@H:82]([C:84]([OH:86])=[O:85])[CH2:81][C:87]3[CH:88]=[CH:89][CH:90]=[CH:91][C:92]=3[C:10]3[CH:11]=[CH:12][CH:13]=[CH:14][CH:15]=3)=[O:65])=[O:53])=[CH:48][CH:47]=2)=[CH:26][CH:25]=1, predict the reactants needed to synthesize it. (6) Given the product [Cl:33][C:34]1[CH:35]=[C:36]([CH:50]=[CH:51][C:52]=1[Cl:53])[CH2:37][N:38]([CH3:49])[C:39]([C:41]1[CH2:42][N:32]([CH2:31][CH2:30][N:27]2[CH2:28][CH2:29][N:24]([CH3:23])[CH2:25][CH2:26]2)[C:44](=[O:47])[C:45]=1[OH:46])=[O:40], predict the reactants needed to synthesize it. The reactants are: COC(=O)C(O)=CC(=O)N(CC1C=CC(Cl)=C(Cl)C=1)C.C=O.[CH3:23][N:24]1[CH2:29][CH2:28][N:27]([CH2:30][CH2:31][NH2:32])[CH2:26][CH2:25]1.[Cl:33][C:34]1[CH:35]=[C:36]([CH:50]=[CH:51][C:52]=1[Cl:53])[CH2:37][N:38]([CH3:49])[C:39]([C:41]1[CH2:42]N(C)[C:44](=[O:47])[C:45]=1[OH:46])=[O:40]. (7) Given the product [NH2:21][C:17]1[C:16]([N+:22]([O-:24])=[O:23])=[C:15]([CH:4]([C:5]([O:7][CH2:8][CH3:9])=[O:6])[C:3]([O:11][CH2:12][CH3:13])=[O:10])[CH:20]=[CH:19][N:18]=1, predict the reactants needed to synthesize it. The reactants are: [H-].[Na+].[C:3]([O:11][CH2:12][CH3:13])(=[O:10])[CH2:4][C:5]([O:7][CH2:8][CH3:9])=[O:6].Cl[C:15]1[CH:20]=[CH:19][N:18]=[C:17]([NH2:21])[C:16]=1[N+:22]([O-:24])=[O:23].